Task: Predict which catalyst facilitates the given reaction.. Dataset: Catalyst prediction with 721,799 reactions and 888 catalyst types from USPTO (1) Reactant: [Cl:1][C:2]1[N:7]=[C:6]([C:8](OC)=[O:9])[CH:5]=[C:4]([N:12]2[CH2:17][CH2:16][O:15][CH2:14][C@@H:13]2[CH3:18])[N:3]=1.[BH4-].[Li+]. Product: [Cl:1][C:2]1[N:7]=[C:6]([CH2:8][OH:9])[CH:5]=[C:4]([N:12]2[CH2:17][CH2:16][O:15][CH2:14][C@@H:13]2[CH3:18])[N:3]=1. The catalyst class is: 1. (2) Reactant: [Cl:1][CH2:2][C@H:3]1[C:11]2[C:6](=[CH:7][C:8]([OH:16])=[C:9]3[S:14][CH:13]=[C:12]([CH3:15])[C:10]3=2)[N:5]([C:17]([O:19][C:20]([CH3:23])([CH3:22])[CH3:21])=[O:18])[CH2:4]1.N1C=CC=CC=1.[C:30](Cl)(=[O:32])[CH3:31]. Product: [C:30]([O:16][C:8]1[CH:7]=[C:6]2[C:11]([C@H:3]([CH2:2][Cl:1])[CH2:4][N:5]2[C:17]([O:19][C:20]([CH3:23])([CH3:22])[CH3:21])=[O:18])=[C:10]2[C:12]([CH3:15])=[CH:13][S:14][C:9]=12)(=[O:32])[CH3:31]. The catalyst class is: 2.